From a dataset of Catalyst prediction with 721,799 reactions and 888 catalyst types from USPTO. Predict which catalyst facilitates the given reaction. (1) Reactant: [C:1]([O:5][C:6]([N:8]1[CH2:11][CH:10](/[CH:12]=[CH:13]/[C:14](=[O:45])[N:15]([CH3:44])[C@@H:16]([C:28](=[O:43])[N:29]([CH3:42])[C@@H:30]([C:38](=[O:41])[NH:39][CH3:40])[CH2:31][C:32]2[CH:37]=[CH:36][CH:35]=[CH:34][CH:33]=2)[CH2:17][C:18]2[CH:27]=[CH:26][C:25]3[C:20](=[CH:21][CH:22]=[CH:23][CH:24]=3)[CH:19]=2)[CH2:9]1)=[O:7])([CH3:4])([CH3:3])[CH3:2].FC(F)(F)C(O)=O.C(=O)([O-])O.[Na+].C(=O)([O-])[O-].[Na+].[Na+].C(=O)([O-])[O-].[Na+].[Na+]. Product: [C:1]([O:5][C:6]([N:8]1[CH2:9][CH:10]([CH:12]=[CH:13][C:14](=[O:45])[N:15]([CH3:44])[C@@H:16]([C:28](=[O:43])[N:29]([CH3:42])[C@@H:30]([C:38](=[O:41])[NH:39][CH3:40])[CH2:31][C:32]2[CH:33]=[CH:34][CH:35]=[CH:36][CH:37]=2)[CH2:17][C:18]2[CH:27]=[CH:26][C:25]3[C:20](=[CH:21][CH:22]=[CH:23][CH:24]=3)[CH:19]=2)[CH2:11]1)=[O:7])([CH3:4])([CH3:3])[CH3:2]. The catalyst class is: 2. (2) Reactant: [CH3:1][CH:2]([NH:9][C:10]1[CH:11]=[C:12]([O:34][CH3:35])[C:13]([O:23][C:24]2[CH:29]=[CH:28][CH:27]=[C:26]([C:30]([F:33])([F:32])[F:31])[CH:25]=2)=[C:14]2[C:19]=1[N:18]=[C:17]([O:20][CH3:21])[CH:16]=[C:15]2[CH3:22])[CH2:3][CH2:4][CH2:5][N+:6]([O-])=O.[H][H].[C:38]([OH:45])(=[O:44])[CH2:39][CH2:40][C:41]([OH:43])=[O:42]. Product: [C:38]([OH:45])(=[O:44])[CH2:39][CH2:40][C:41]([OH:43])=[O:42].[NH2:6][CH2:5][CH2:4][CH2:3][CH:2]([NH:9][C:10]1[CH:11]=[C:12]([O:34][CH3:35])[C:13]([O:23][C:24]2[CH:29]=[CH:28][CH:27]=[C:26]([C:30]([F:31])([F:32])[F:33])[CH:25]=2)=[C:14]2[C:19]=1[N:18]=[C:17]([O:20][CH3:21])[CH:16]=[C:15]2[CH3:22])[CH3:1]. The catalyst class is: 63. (3) Reactant: [CH3:1][C@H:2]1[N:7]([CH3:8])[CH2:6][CH2:5][N:4](C(OC(C)(C)C)=O)[CH2:3]1.[ClH:16]. Product: [ClH:16].[ClH:16].[CH3:8][N:7]1[CH2:6][CH2:5][NH:4][CH2:3][C@H:2]1[CH3:1]. The catalyst class is: 12. (4) The catalyst class is: 1. Product: [C:23]([Si:27]([CH3:43])([CH3:42])[O:28][CH2:29][C:30]#[C:31][C:32]1[CH:33]=[C:34]([CH:37]=[C:38]([CH:40]([C:2]2[C:7]([CH:8]([CH3:10])[CH3:9])=[C:6]([O:11][CH3:12])[N:5]=[C:4]([CH3:13])[C:3]=2[CH2:14][CH:15]2[CH2:17][CH2:16]2)[OH:41])[CH:39]=1)[C:35]#[N:36])([CH3:24])([CH3:25])[CH3:26]. Reactant: Br[C:2]1[C:7]([CH:8]([CH3:10])[CH3:9])=[C:6]([O:11][CH3:12])[N:5]=[C:4]([CH3:13])[C:3]=1[CH2:14][CH:15]1[CH2:17][CH2:16]1.C([Li])CCC.[C:23]([Si:27]([CH3:43])([CH3:42])[O:28][CH2:29][C:30]#[C:31][C:32]1[CH:33]=[C:34]([CH:37]=[C:38]([CH:40]=[O:41])[CH:39]=1)[C:35]#[N:36])([CH3:26])([CH3:25])[CH3:24].[NH4+].[Cl-]. (5) Reactant: [Na].[NH2:2][C:3]([NH2:5])=[S:4].[C:6]([CH2:11][C:12](OCC)=[O:13])(=O)[CH2:7][CH2:8][CH3:9]. Product: [SH:4][C:3]1[N:5]=[C:12]([OH:13])[CH:11]=[C:6]([CH2:7][CH2:8][CH3:9])[N:2]=1. The catalyst class is: 5.